This data is from Catalyst prediction with 721,799 reactions and 888 catalyst types from USPTO. The task is: Predict which catalyst facilitates the given reaction. (1) Reactant: [F:1][C:2]1[CH:7]=[C:6]([N+:8]([O-:10])=[O:9])[CH:5]=[CH:4][C:3]=1[O:11][CH:12]1[CH2:17][CH2:16][N:15](C(OC(C)(C)C)=O)[CH2:14][CH2:13]1.[C:25]([OH:31])([C:27]([F:30])([F:29])[F:28])=[O:26]. Product: [F:28][C:27]([F:30])([F:29])[C:25]([OH:31])=[O:26].[F:1][C:2]1[CH:7]=[C:6]([N+:8]([O-:10])=[O:9])[CH:5]=[CH:4][C:3]=1[O:11][CH:12]1[CH2:17][CH2:16][NH:15][CH2:14][CH2:13]1. The catalyst class is: 2. (2) Reactant: [NH2:1][C:2]1([CH2:17][C:18]([O:20][CH2:21][CH3:22])=[O:19])[CH2:6][CH2:5][N:4]([C:7]([O:9][CH2:10][C:11]2[CH:16]=[CH:15][CH:14]=[CH:13][CH:12]=2)=[O:8])[CH2:3]1.[CH2:23]([C:31]1[CH:36]=[CH:35][C:34]([N:37]=[C:38]=[O:39])=[CH:33][CH:32]=1)[CH2:24][CH2:25][CH2:26][CH2:27][CH2:28][CH2:29][CH3:30].C(N(CC)CC)C. Product: [CH2:21]([O:20][C:18](=[O:19])[CH2:17][C:2]1([NH:1][C:38]([NH:37][C:34]2[CH:35]=[CH:36][C:31]([CH2:23][CH2:24][CH2:25][CH2:26][CH2:27][CH2:28][CH2:29][CH3:30])=[CH:32][CH:33]=2)=[O:39])[CH2:6][CH2:5][N:4]([C:7]([O:9][CH2:10][C:11]2[CH:12]=[CH:13][CH:14]=[CH:15][CH:16]=2)=[O:8])[CH2:3]1)[CH3:22]. The catalyst class is: 2.